This data is from Catalyst prediction with 721,799 reactions and 888 catalyst types from USPTO. The task is: Predict which catalyst facilitates the given reaction. (1) Reactant: [Cl:1][C:2]1[CH:3]=[C:4]2[C:8](=[CH:9][CH:10]=1)[NH:7][C:6]([C:11]([NH:13][C@@H:14]1[CH2:22][C:21]3[C:16](=[CH:17][CH:18]=[CH:19][CH:20]=3)[C@H:15]1[CH2:23][O:24][CH:25]([CH3:33])[C:26]([O:28]C(C)(C)C)=[O:27])=[O:12])=[CH:5]2.FC(F)(F)C(O)=O. Product: [Cl:1][C:2]1[CH:3]=[C:4]2[C:8](=[CH:9][CH:10]=1)[NH:7][C:6]([C:11]([NH:13][C@@H:14]1[CH2:22][C:21]3[C:16](=[CH:17][CH:18]=[CH:19][CH:20]=3)[C@H:15]1[CH2:23][O:24][CH:25]([CH3:33])[C:26]([OH:28])=[O:27])=[O:12])=[CH:5]2. The catalyst class is: 2. (2) Reactant: [CH2:1]([O:8][CH2:9][C:10]1[C@H:11]([OH:34])[CH2:12][C@H:13]([C:15]2[CH:16]=[N:17][N:18]3[C:23]([NH:24][C@@H:25]4[C:33]5[C:28](=[CH:29][CH:30]=[CH:31][CH:32]=5)[CH2:27][CH2:26]4)=[N:22][CH:21]=[N:20][C:19]=23)[CH:14]=1)[C:2]1[CH:7]=[CH:6][CH:5]=[CH:4][CH:3]=1.[N+](C1C=CC(C(O)=O)=CC=1)([O-])=O.C1(P(C2C=CC=CC=2)C2C=CC=CC=2)C=CC=CC=1.N(C(OCC)=O)=NC(OCC)=O.[OH-].[Na+]. Product: [CH2:1]([O:8][CH2:9][C:10]1[C@@H:11]([OH:34])[CH2:12][C@H:13]([C:15]2[CH:16]=[N:17][N:18]3[C:23]([NH:24][C@@H:25]4[C:33]5[C:28](=[CH:29][CH:30]=[CH:31][CH:32]=5)[CH2:27][CH2:26]4)=[N:22][CH:21]=[N:20][C:19]=23)[CH:14]=1)[C:2]1[CH:7]=[CH:6][CH:5]=[CH:4][CH:3]=1. The catalyst class is: 1. (3) Product: [CH:35]1([NH:38][C:2]2[N:7]=[CH:6][C:5]([C:8]3[CH:13]=[CH:12][N:11]=[C:10]([NH:14][C:15]4[CH:16]=[C:17]([NH:22][C:23](=[O:34])[C:24]5[CH:29]=[CH:28][CH:27]=[C:26]([C:30]([F:33])([F:31])[F:32])[CH:25]=5)[CH:18]=[CH:19][C:20]=4[CH3:21])[N:9]=3)=[CH:4][CH:3]=2)[CH2:37][CH2:36]1. The catalyst class is: 6. Reactant: Cl[C:2]1[N:7]=[CH:6][C:5]([C:8]2[CH:13]=[CH:12][N:11]=[C:10]([NH:14][C:15]3[CH:16]=[C:17]([NH:22][C:23](=[O:34])[C:24]4[CH:29]=[CH:28][CH:27]=[C:26]([C:30]([F:33])([F:32])[F:31])[CH:25]=4)[CH:18]=[CH:19][C:20]=3[CH3:21])[N:9]=2)=[CH:4][CH:3]=1.[CH:35]1([NH2:38])[CH2:37][CH2:36]1. (4) Reactant: NC(N)=[S:3].O1[CH2:19][CH:6]1[CH2:7][N:8]1[C:12](=[O:13])[C:11]2=[CH:14][CH:15]=[CH:16][CH:17]=[C:10]2[C:9]1=[O:18]. Product: [S:3]1[CH2:19][CH:6]1[CH2:7][N:8]1[C:12](=[O:13])[C:11]2[C:10](=[CH:17][CH:16]=[CH:15][CH:14]=2)[C:9]1=[O:18]. The catalyst class is: 5.